This data is from Forward reaction prediction with 1.9M reactions from USPTO patents (1976-2016). The task is: Predict the product of the given reaction. (1) Given the reactants [NH2:1][C@H:2]([C:4]([O:6][C:7]([CH3:10])([CH3:9])[CH3:8])=[O:5])[CH3:3].Cl.C(N(CC)CC)C.[NH:19]([C:31]([O:33][CH2:34][CH:35]1[C:47]2[C:42](=[CH:43][CH:44]=[CH:45][CH:46]=2)[C:41]2[C:36]1=[CH:37][CH:38]=[CH:39][CH:40]=2)=[O:32])[C@H:20]([C:28](O)=[O:29])[CH2:21][C:22]1[CH:27]=[CH:26][CH:25]=[CH:24][CH:23]=1.C1C=CC2N(O)N=NC=2C=1.CCN=C=NCCCN(C)C.Cl, predict the reaction product. The product is: [NH:19]([C:31]([O:33][CH2:34][CH:35]1[C:47]2[C:42](=[CH:43][CH:44]=[CH:45][CH:46]=2)[C:41]2[C:36]1=[CH:37][CH:38]=[CH:39][CH:40]=2)=[O:32])[C@H:20]([C:28]([NH:1][C@H:2]([C:4]([O:6][C:7]([CH3:10])([CH3:9])[CH3:8])=[O:5])[CH3:3])=[O:29])[CH2:21][C:22]1[CH:27]=[CH:26][CH:25]=[CH:24][CH:23]=1. (2) Given the reactants [Cl:1][C:2]1[N:10]=[C:9]2[C:5]([N:6]=[CH:7][N:8]2[CH:11]2[CH2:15][CH2:14][CH2:13][CH2:12]2)=[C:4](Cl)[N:3]=1.[CH3:17][O:18][C:19]1[C:26]([O:27][CH3:28])=[CH:25][CH:24]=[CH:23][C:20]=1[CH2:21][NH2:22], predict the reaction product. The product is: [Cl:1][C:2]1[N:10]=[C:9]2[C:5]([N:6]=[CH:7][N:8]2[CH:11]2[CH2:15][CH2:14][CH2:13][CH2:12]2)=[C:4]([NH:22][CH2:21][C:20]2[CH:23]=[CH:24][CH:25]=[C:26]([O:27][CH3:28])[C:19]=2[O:18][CH3:17])[N:3]=1. (3) Given the reactants [CH3:1][O:2][C:3]([C:5]1[CH:6]=[CH:7][C:8]2[O:13][CH2:12][CH2:11][NH:10][C:9]=2[CH:14]=1)=[O:4].CCN(C(C)C)C(C)C.[CH3:24][C:25]([O:28][C:29](O[C:29]([O:28][C:25]([CH3:27])([CH3:26])[CH3:24])=[O:30])=[O:30])([CH3:27])[CH3:26], predict the reaction product. The product is: [CH3:1][O:2][C:3]([C:5]1[CH:6]=[CH:7][C:8]2[O:13][CH2:12][CH2:11][N:10]([C:29]([O:28][C:25]([CH3:27])([CH3:26])[CH3:24])=[O:30])[C:9]=2[CH:14]=1)=[O:4]. (4) Given the reactants [C:1]([O:5][C:6]([N:8]1[CH2:12][C@@H:11]([CH2:13][N:14]([CH:31]([CH3:33])[CH3:32])[C:15](=[O:30])[C:16]2[CH:21]=[CH:20][C:19]([O:22][CH3:23])=[C:18]([O:24][CH2:25][CH2:26][CH2:27][O:28][CH3:29])[CH:17]=2)[C@H:10]([NH:34][S:35]([CH2:38][C:39]2[CH:44]=[CH:43][CH:42]=[C:41]([NH2:45])[CH:40]=2)(=[O:37])=[O:36])[CH2:9]1)=[O:7])([CH3:4])([CH3:3])[CH3:2].[C:46](Cl)(=[O:48])[CH3:47].CCN(CC)CC.C([O-])(O)=O.[Na+], predict the reaction product. The product is: [C:1]([O:5][C:6]([N:8]1[CH2:12][C@@H:11]([CH2:13][N:14]([CH:31]([CH3:33])[CH3:32])[C:15](=[O:30])[C:16]2[CH:21]=[CH:20][C:19]([O:22][CH3:23])=[C:18]([O:24][CH2:25][CH2:26][CH2:27][O:28][CH3:29])[CH:17]=2)[C@H:10]([NH:34][S:35]([CH2:38][C:39]2[CH:44]=[CH:43][CH:42]=[C:41]([NH:45][C:46](=[O:48])[CH3:47])[CH:40]=2)(=[O:36])=[O:37])[CH2:9]1)=[O:7])([CH3:3])([CH3:4])[CH3:2]. (5) The product is: [CH2:18]([O:15][C:12]1[CH:13]=[CH:14][C:9]([CH2:8][C:4]2[CH:3]=[C:2]([Br:1])[S:6][C:5]=2[CH3:7])=[CH:10][CH:11]=1)[CH:17]=[CH2:16]. Given the reactants [Br:1][C:2]1[S:6][C:5]([CH3:7])=[C:4]([CH2:8][C:9]2[CH:14]=[CH:13][C:12]([OH:15])=[CH:11][CH:10]=2)[CH:3]=1.[CH2:16](Br)[CH:17]=[CH2:18].C([O-])([O-])=O.[Cs+].[Cs+], predict the reaction product. (6) The product is: [OH:12][C:3]1[CH:4]=[C:5]2[C:9](=[CH:10][CH:2]=1)[C:8](=[O:11])[CH2:7][CH2:6]2. Given the reactants O[C:2]1[CH:10]=[C:9]2[C:5]([CH2:6][CH2:7][C:8]2=[O:11])=[CH:4][C:3]=1[O:12]C.COC1C=CC(C=O)=CC=1O, predict the reaction product. (7) Given the reactants [Cl:1][C:2]1[CH:3]=[C:4]([NH:9][NH:10]C(OC(C)(C)C)=O)[CH:5]=[CH:6][C:7]=1[Cl:8].[Cl:18][C:19]1[C:24]([C:25]([N:27]=[C:28]=[O:29])=O)=[C:23]([F:30])[C:22]([CH2:31][NH:32][C:33](=[O:38])[C:34]([CH3:37])([CH3:36])[CH3:35])=[CH:21][CH:20]=1.C(O)(C(F)(F)F)=O, predict the reaction product. The product is: [Cl:18][C:19]1[CH:20]=[CH:21][C:22]([CH2:31][NH:32][C:33](=[O:38])[C:34]([CH3:37])([CH3:36])[CH3:35])=[C:23]([F:30])[C:24]=1[C:25]1[NH:27][C:28](=[O:29])[N:9]([C:4]2[CH:5]=[CH:6][C:7]([Cl:8])=[C:2]([Cl:1])[CH:3]=2)[N:10]=1. (8) Given the reactants [CH3:1][S:2][C:3]1[N:8]=[C:7]([NH:9][C:10]2[S:11][C:12]3[CH:18]=[C:17]([N+:19]([O-:21])=[O:20])[CH:16]=[CH:15][C:13]=3[N:14]=2)[CH:6]=[C:5]([CH2:22][N:23]2[CH2:28][CH2:27][O:26][CH2:25][CH2:24]2)[N:4]=1.[OH:29]OS([O-])=O.[K+].ClCCl.O, predict the reaction product. The product is: [CH3:1][S:2]([C:3]1[N:8]=[C:7]([NH:9][C:10]2[S:11][C:12]3[CH:18]=[C:17]([N+:19]([O-:21])=[O:20])[CH:16]=[CH:15][C:13]=3[N:14]=2)[CH:6]=[C:5]([CH2:22][N:23]2[CH2:28][CH2:27][O:26][CH2:25][CH2:24]2)[N:4]=1)=[O:29]. (9) The product is: [Cl:1][CH2:2][C@@H:3]([OH:27])[CH2:4][O:5][C:6]1[CH:7]=[CH:8][C:9]([C:12]([C:15]2[CH:16]=[CH:17][C:18]([O:19][CH2:20][C@H:21]3[CH2:22][O:23][C:30]([CH3:32])([CH3:31])[O:24]3)=[CH:25][CH:26]=2)([CH3:14])[CH3:13])=[CH:10][CH:11]=1. Given the reactants [Cl:1][CH2:2][C@@H:3]([OH:27])[CH2:4][O:5][C:6]1[CH:11]=[CH:10][C:9]([C:12]([C:15]2[CH:26]=[CH:25][C:18]([O:19][CH2:20][C@H:21]([OH:24])[CH2:22][OH:23])=[CH:17][CH:16]=2)([CH3:14])[CH3:13])=[CH:8][CH:7]=1.CO[C:30](OC)([CH3:32])[CH3:31].C1(C)C=CC(S(O)(=O)=O)=CC=1, predict the reaction product.